This data is from Peptide-MHC class I binding affinity with 185,985 pairs from IEDB/IMGT. The task is: Regression. Given a peptide amino acid sequence and an MHC pseudo amino acid sequence, predict their binding affinity value. This is MHC class I binding data. (1) The MHC is HLA-A24:03 with pseudo-sequence HLA-A24:03. The binding affinity (normalized) is 0.0847. The peptide sequence is SLVAIHLAC. (2) The peptide sequence is KQYKFYNQI. The MHC is HLA-A32:01 with pseudo-sequence HLA-A32:01. The binding affinity (normalized) is 0.143. (3) The peptide sequence is QLFNHTMFI. The MHC is HLA-A68:02 with pseudo-sequence HLA-A68:02. The binding affinity (normalized) is 0.774. (4) The peptide sequence is YQLAVTIMAI. The MHC is HLA-A02:06 with pseudo-sequence HLA-A02:06. The binding affinity (normalized) is 0.776.